This data is from Peptide-MHC class II binding affinity with 134,281 pairs from IEDB. The task is: Regression. Given a peptide amino acid sequence and an MHC pseudo amino acid sequence, predict their binding affinity value. This is MHC class II binding data. The peptide sequence is TEAEDVIPEGWKADTSYESK. The MHC is HLA-DPA10201-DPB11401 with pseudo-sequence HLA-DPA10201-DPB11401. The binding affinity (normalized) is 0.